Dataset: Reaction yield outcomes from USPTO patents with 853,638 reactions. Task: Predict the reaction yield, written as a fraction of the theoretical maximum amount of product (1.0 means a 100% yield; for example, 0.34 means a 34% yield). (1) The product is [OH:1][C:2]([CH3:34])([CH3:35])[CH2:3][C@@:4]1([C:28]2[CH:33]=[CH:32][CH:31]=[CH:30][CH:29]=2)[O:9][C:8](=[O:10])[N:7]([C@H:11]([C:13]2[CH:14]=[CH:15][C:16]([C:37]3[CH:42]=[CH:41][N:40]4[N:43]=[CH:44][N:45]=[C:39]4[CH:38]=3)=[CH:17][CH:18]=2)[CH3:12])[CH2:6][CH2:5]1. No catalyst specified. The yield is 0.680. The reactants are [OH:1][C:2]([CH3:35])([CH3:34])[CH2:3][C@@:4]1([C:28]2[CH:33]=[CH:32][CH:31]=[CH:30][CH:29]=2)[O:9][C:8](=[O:10])[N:7]([C@H:11]([C:13]2[CH:18]=[CH:17][C:16](B3OC(C)(C)C(C)(C)O3)=[CH:15][CH:14]=2)[CH3:12])[CH2:6][CH2:5]1.Br[C:37]1[CH:42]=[CH:41][N:40]2[N:43]=[CH:44][N:45]=[C:39]2[CH:38]=1. (2) The reactants are Cl[C:2]1[N:7]=[CH:6][C:5]([S:8]([C:11]2[N:15]([C:16]3[CH:21]=[C:20]([F:22])[CH:19]=[CH:18][C:17]=3[F:23])[N:14]=[C:13]([CH2:24][N:25]([CH3:33])[C:26](=[O:32])[O:27][C:28]([CH3:31])([CH3:30])[CH3:29])[CH:12]=2)(=[O:10])=[O:9])=[CH:4][CH:3]=1.C(N(CC)CC)C.C(O)C. The catalyst is [C].[Pd].O1CCCC1. The product is [F:23][C:17]1[CH:18]=[CH:19][C:20]([F:22])=[CH:21][C:16]=1[N:15]1[C:11]([S:8]([C:5]2[CH:6]=[N:7][CH:2]=[CH:3][CH:4]=2)(=[O:10])=[O:9])=[CH:12][C:13]([CH2:24][N:25]([CH3:33])[C:26](=[O:32])[O:27][C:28]([CH3:29])([CH3:30])[CH3:31])=[N:14]1. The yield is 0.850. (3) The reactants are [C:1]1(=O)[CH2:6][CH2:5][CH2:4][CH2:3][CH2:2]1.FC(F)(F)C(O)=O.[CH3:15][N:16]([CH2:18][CH2:19][N:20]1[C:28]2[C:23](=[CH:24][CH:25]=[C:26]([C:29]3[CH:30]=[N:31][CH:32]=[CH:33][CH:34]=3)[CH:27]=2)[CH:22]=[CH:21]1)[CH3:17]. The catalyst is C(O)(=O)C. The product is [C:1]1([C:22]2[C:23]3[C:28](=[CH:27][C:26]([C:29]4[CH:30]=[N:31][CH:32]=[CH:33][CH:34]=4)=[CH:25][CH:24]=3)[N:20]([CH2:19][CH2:18][N:16]([CH3:17])[CH3:15])[CH:21]=2)[CH2:6][CH2:5][CH2:4][CH2:3][CH:2]=1. The yield is 0.640. (4) The reactants are [NH:1]([C:3]([NH:5][C:6]1[S:10][C:9]([C:11]([O:13][CH2:14][CH3:15])=[O:12])=[C:8]([CH3:16])[CH:7]=1)=[O:4])[NH2:2].[CH:17](OC)(OC)OC.O.C1(C)C=CC(S(O)(=O)=O)=CC=1. The product is [CH3:16][C:8]1[CH:7]=[C:6]([N:5]2[C:3](=[O:4])[NH:1][N:2]=[CH:17]2)[S:10][C:9]=1[C:11]([O:13][CH2:14][CH3:15])=[O:12]. The yield is 0.700. The catalyst is C(O)C. (5) The reactants are [Mg].II.Br[CH:5]=[CH:6][C:7]1[CH:12]=[CH:11][CH:10]=[CH:9][CH:8]=1.[CH3:13][Si:14](OCC)([O:18][CH2:19][CH3:20])[O:15][CH2:16][CH3:17].C(C1C=C(O)C(C(C)(C)C)=CC=1O)(C)(C)C. The catalyst is C(OCC)C.CCCCCCC. The product is [CH:6]([C:7]1[CH:12]=[CH:11][C:10]([CH2:13][SiH:14]([O:18][CH2:19][CH3:20])[O:15][CH2:16][CH3:17])=[CH:9][CH:8]=1)=[CH2:5]. The yield is 0.703.